Dataset: Catalyst prediction with 721,799 reactions and 888 catalyst types from USPTO. Task: Predict which catalyst facilitates the given reaction. Reactant: Cl[C:2]1[CH:7]=[C:6]([CH2:8][O:9][CH:10]2[CH2:15][CH2:14][CH2:13][CH2:12][CH2:11]2)[N:5]=[C:4]([S:16][CH3:17])[N:3]=1.[CH2:18]([O:20][CH2:21][CH2:22][CH2:23][NH:24][C:25](=[O:32])[CH:26]([NH2:31])[CH2:27][CH:28]([CH3:30])[CH3:29])[CH3:19].C(N(C(C)C)CC)(C)C. Product: [CH2:18]([O:20][CH2:21][CH2:22][CH2:23][NH:24][C:25](=[O:32])[CH:26]([NH:31][C:2]1[CH:7]=[C:6]([CH2:8][O:9][CH:10]2[CH2:15][CH2:14][CH2:13][CH2:12][CH2:11]2)[N:5]=[C:4]([S:16][CH3:17])[N:3]=1)[CH2:27][CH:28]([CH3:29])[CH3:30])[CH3:19]. The catalyst class is: 16.